The task is: Predict the product of the given reaction.. This data is from Forward reaction prediction with 1.9M reactions from USPTO patents (1976-2016). (1) Given the reactants C[Si](C)(C)[C:3]1[CH:8]=[CH:7][C:6](C)=[C:5]([C:10]#[CH:11])[CH:4]=1.[OH-].[K+].[CH3:16]O, predict the reaction product. The product is: [C:8]1([CH3:16])[CH:3]=[CH:4][C:5]([C:10]#[CH:11])=[CH:6][CH:7]=1. (2) Given the reactants [CH3:1][C:2]([O:5][C:6]([NH:8][CH2:9][C:10]([OH:12])=O)=[O:7])([CH3:4])[CH3:3].C1C=CC2N(O)N=NC=2C=1.C(Cl)CCl.C(N1CCOCC1)C.[F:35][CH:36]1[CH2:40][CH2:39][N:38]([C:41]2[CH:48]=[CH:47][C:46]([C:49]3[O:53][N:52]=[C:51]([C:54]4[CH:64]=[CH:63][C:57]5[CH2:58][CH2:59][NH:60][CH2:61][CH2:62][C:56]=5[CH:55]=4)[N:50]=3)=[CH:45][C:42]=2[C:43]#[N:44])[CH2:37]1, predict the reaction product. The product is: [C:43]([C:42]1[CH:45]=[C:46]([C:49]2[O:53][N:52]=[C:51]([C:54]3[CH:64]=[CH:63][C:57]4[CH2:58][CH2:59][N:60]([C:10](=[O:12])[CH2:9][NH:8][C:6](=[O:7])[O:5][C:2]([CH3:1])([CH3:3])[CH3:4])[CH2:61][CH2:62][C:56]=4[CH:55]=3)[N:50]=2)[CH:47]=[CH:48][C:41]=1[N:38]1[CH2:39][CH2:40][CH:36]([F:35])[CH2:37]1)#[N:44]. (3) Given the reactants [CH2:1]([O:8][C:9]1[CH:18]=[CH:17][CH:16]=[C:15]2[C:10]=1[CH:11]=[C:12]([C:19]([O:21]CC)=[O:20])[CH:13]=[N:14]2)C1C=CC=CC=1.[Li+].[OH-], predict the reaction product. The product is: [CH3:1][O:8][C:9]1[CH:18]=[CH:17][CH:16]=[C:15]2[C:10]=1[CH:11]=[C:12]([C:19]([OH:21])=[O:20])[CH:13]=[N:14]2. (4) Given the reactants C(OC([N:8]1[CH2:13][CH2:12][N:11]([C:14]2[C:19]([C:20]#[C:21][C:22]3[CH:23]=[N:24][C:25]([NH2:28])=[CH:26][CH:27]=3)=[C:18]([CH2:29][CH3:30])[N:17]=[CH:16][N:15]=2)[CH2:10][CH2:9]1)=O)(C)(C)C, predict the reaction product. The product is: [NH2:28][C:25]1[N:24]=[CH:23][C:22]([C:21]#[C:20][C:19]2[C:14]([N:11]3[CH2:12][CH2:13][NH:8][CH2:9][CH2:10]3)=[N:15][CH:16]=[N:17][C:18]=2[CH2:29][CH3:30])=[CH:27][CH:26]=1. (5) Given the reactants C([O:8][C:9]1[C:10]([C:16]([NH:18][CH2:19][C:20]2[CH:25]=[CH:24][C:23]([F:26])=[CH:22][CH:21]=2)=[O:17])=[N:11][C:12]([Br:15])=[CH:13][CH:14]=1)C1C=CC=CC=1.B(Br)(Br)Br.CO.C([O-])([O-])=O.[K+].[K+], predict the reaction product. The product is: [Br:15][C:12]1[N:11]=[C:10]([C:16]([NH:18][CH2:19][C:20]2[CH:25]=[CH:24][C:23]([F:26])=[CH:22][CH:21]=2)=[O:17])[C:9]([OH:8])=[CH:14][CH:13]=1. (6) Given the reactants C1(C2C=CC(O)=CC=2)CCCC1.[Cl:13][C:14]1[CH:38]=[C:37]([CH:39]2C[CH2:43][CH2:42][CH2:41][CH2:40]2)[CH:36]=[CH:35][C:15]=1[O:16][CH2:17][CH2:18][CH2:19][O:20][C:21]1[CH:30]=[C:29]2[C:24]([CH2:25][CH2:26][C@:27]([CH3:34])([C:31]([OH:33])=[O:32])[O:28]2)=[CH:23][CH:22]=1, predict the reaction product. The product is: [Cl:13][C:14]1[CH:38]=[C:37]([CH:39]2[CH2:40][CH2:41][CH2:42][CH2:43]2)[CH:36]=[CH:35][C:15]=1[O:16][CH2:17][CH2:18][CH2:19][O:20][C:21]1[CH:30]=[C:29]2[C:24]([CH2:25][CH2:26][C@:27]([CH3:34])([C:31]([OH:33])=[O:32])[O:28]2)=[CH:23][CH:22]=1. (7) Given the reactants [CH2:1]([O:3][C:4]([C:6]1[CH:11]=[CH:10][C:9]([CH2:12]Cl)=[CH:8][N:7]=1)=[O:5])[CH3:2].[C-:14]#[N:15].[Na+].[Cl-].[NH4+], predict the reaction product. The product is: [CH2:1]([O:3][C:4]([C:6]1[CH:11]=[CH:10][C:9]([CH2:12][C:14]#[N:15])=[CH:8][N:7]=1)=[O:5])[CH3:2].